Dataset: Full USPTO retrosynthesis dataset with 1.9M reactions from patents (1976-2016). Task: Predict the reactants needed to synthesize the given product. (1) The reactants are: [C:1]([NH:5][C:6](=[O:15])[C:7]1[CH:12]=[CH:11][CH:10]=[C:9]([CH2:13]Cl)[CH:8]=1)([CH3:4])([CH3:3])[CH3:2].[N:16]1([C:22]([O:24][C:25]([CH3:28])([CH3:27])[CH3:26])=[O:23])[CH2:21][CH2:20][NH:19][CH2:18][CH2:17]1.C(N(C(C)C)C(C)C)C. Given the product [C:1]([NH:5][C:6]([C:7]1[CH:8]=[C:9]([CH:10]=[CH:11][CH:12]=1)[CH2:13][N:19]1[CH2:18][CH2:17][N:16]([C:22]([O:24][C:25]([CH3:28])([CH3:27])[CH3:26])=[O:23])[CH2:21][CH2:20]1)=[O:15])([CH3:4])([CH3:3])[CH3:2], predict the reactants needed to synthesize it. (2) Given the product [F:10][C:11]1[CH:16]=[C:15]([CH2:17][O:18][C:19]2[CH:24]=[CH:23][CH:22]=[CH:21][N:20]=2)[CH:14]=[CH:13][C:12]=1[CH2:25][C:26]1[CH:2]=[C:1]([C:3]2[C:4]([NH2:9])=[N:5][CH:6]=[CH:7][CH:8]=2)[O:28][N:27]=1, predict the reactants needed to synthesize it. The reactants are: [C:1]([C:3]1[C:4]([NH2:9])=[N:5][CH:6]=[CH:7][CH:8]=1)#[CH:2].[F:10][C:11]1[CH:16]=[C:15]([CH2:17][O:18][C:19]2[CH:24]=[CH:23][CH:22]=[CH:21][N:20]=2)[CH:14]=[CH:13][C:12]=1[CH2:25][C:26](Cl)=[N:27][OH:28].C(N(CC)CC)C. (3) Given the product [CH2:1]([O:8][C:9]1[C:13]([C:14]([OH:16])=[O:15])=[N:12][NH:11][C:10]=1[C:18]([O:20][CH3:21])=[O:19])[C:2]1[CH:3]=[CH:4][CH:5]=[CH:6][CH:7]=1, predict the reactants needed to synthesize it. The reactants are: [CH2:1]([O:8][C:9]1[C:10]([C:18]([O:20][CH3:21])=[O:19])=[N:11][NH:12][C:13]=1[C:14]([O:16]C)=[O:15])[C:2]1[CH:7]=[CH:6][CH:5]=[CH:4][CH:3]=1.CN(C)N. (4) Given the product [CH2:3]([O:10][C@@H:11]1[C@@H:16]([O:17][CH2:18][C:19]2[CH:20]=[CH:21][CH:22]=[CH:23][CH:24]=2)[C@H:15]([O:25][CH2:26][C:27]2[CH:32]=[CH:31][CH:30]=[CH:29][CH:28]=2)[C@@H:14]([CH2:33][O:34][CH2:35][C:36]2[CH:37]=[CH:38][CH:39]=[CH:40][CH:41]=2)[O:13][C@H:12]1[C:42]1[N:43]([CH3:56])[C:44]([CH2:47][C:48]2[CH:49]=[CH:50][C:51]([CH2:54][CH3:55])=[CH:52][CH:53]=2)=[CH:45][CH:46]=1)[C:4]1[CH:9]=[CH:8][CH:7]=[CH:6][CH:5]=1, predict the reactants needed to synthesize it. The reactants are: [H-].[Na+].[CH2:3]([O:10][C@@H:11]1[C@@H:16]([O:17][CH2:18][C:19]2[CH:24]=[CH:23][CH:22]=[CH:21][CH:20]=2)[C@H:15]([O:25][CH2:26][C:27]2[CH:32]=[CH:31][CH:30]=[CH:29][CH:28]=2)[C@@H:14]([CH2:33][O:34][CH2:35][C:36]2[CH:41]=[CH:40][CH:39]=[CH:38][CH:37]=2)[O:13][C@H:12]1[C:42]1[NH:43][C:44]([CH2:47][C:48]2[CH:53]=[CH:52][C:51]([CH2:54][CH3:55])=[CH:50][CH:49]=2)=[CH:45][CH:46]=1)[C:4]1[CH:9]=[CH:8][CH:7]=[CH:6][CH:5]=1.[CH3:56]I.O. (5) Given the product [CH2:1]([O:3][C:4](=[O:26])[CH2:5][C:6]1[C:14]2[C:9](=[CH:10][C:11]([C:32]3[CH:31]=[C:30]([N+:27]([O-:29])=[O:28])[CH:35]=[C:34]([N+:36]([O-:38])=[O:37])[CH:33]=3)=[CH:12][CH:13]=2)[N:8]([CH2:16][C:17]2[S:18][C:19]3[CH:25]=[CH:24][CH:23]=[CH:22][C:20]=3[N:21]=2)[CH:7]=1)[CH3:2], predict the reactants needed to synthesize it. The reactants are: [CH2:1]([O:3][C:4](=[O:26])[CH2:5][C:6]1[C:14]2[C:9](=[CH:10][C:11](Br)=[CH:12][CH:13]=2)[N:8]([CH2:16][C:17]2[S:18][C:19]3[CH:25]=[CH:24][CH:23]=[CH:22][C:20]=3[N:21]=2)[CH:7]=1)[CH3:2].[N+:27]([C:30]1[CH:31]=[C:32](B2OC(C)(C)C(C)(C)O2)[CH:33]=[C:34]([N+:36]([O-:38])=[O:37])[CH:35]=1)([O-:29])=[O:28].[O-]P([O-])([O-])=O.[K+].[K+].[K+].